From a dataset of Full USPTO retrosynthesis dataset with 1.9M reactions from patents (1976-2016). Predict the reactants needed to synthesize the given product. (1) The reactants are: [C:1]([O:4][C:5]1[CH:13]=[CH:12][C:11]([Cl:14])=[CH:10][C:6]=1[C:7]([OH:9])=O)(=[O:3])[CH3:2].[NH2:15][C:16]1[CH:17]=[C:18]([N:22]2[C:26]([C:27]([F:30])([F:29])[F:28])=[CH:25][C:24]([C:31]([F:34])([F:33])[F:32])=[N:23]2)[CH:19]=[CH:20][CH:21]=1. Given the product [C:1]([O:4][C:5]1[CH:13]=[CH:12][C:11]([Cl:14])=[CH:10][C:6]=1[C:7]([NH:15][C:16]1[CH:21]=[CH:20][CH:19]=[C:18]([N:22]2[C:26]([C:27]([F:28])([F:29])[F:30])=[CH:25][C:24]([C:31]([F:34])([F:33])[F:32])=[N:23]2)[CH:17]=1)=[O:9])(=[O:3])[CH3:2], predict the reactants needed to synthesize it. (2) Given the product [Cl:20][C:18]1[CH:19]=[C:14]([N:11]2[C:12](=[O:13])[C:4]3[CH:3]=[C:2]([C:33]4[C:32]([O:31][CH3:30])=[CH:37][N:36]([CH3:38])[C:35](=[O:39])[CH:34]=4)[N:6]([CH:7]([CH3:9])[CH3:8])[C:5]=3[CH:10]2[C:23]2[CH:28]=[CH:27][C:26]([Cl:29])=[CH:25][CH:24]=2)[C:15]([O:21][CH3:22])=[N:16][CH:17]=1, predict the reactants needed to synthesize it. The reactants are: Br[C:2]1[N:6]([CH:7]([CH3:9])[CH3:8])[C:5]2[CH:10]([C:23]3[CH:28]=[CH:27][C:26]([Cl:29])=[CH:25][CH:24]=3)[N:11]([C:14]3[C:15]([O:21][CH3:22])=[N:16][CH:17]=[C:18]([Cl:20])[CH:19]=3)[C:12](=[O:13])[C:4]=2[CH:3]=1.[CH3:30][O:31][C:32]1[C:33](B2OC(C)(C)C(C)(C)O2)=[CH:34][C:35](=[O:39])[N:36]([CH3:38])[CH:37]=1.BrC1N(C(C)C)C2C(C3C=CC(Cl)=CC=3)N(C3C=C(Cl)C=CC=3C)C(=O)C=2C=1.COC1C(B2OC(C)(C)C(C)(C)O2)=CN=C(N)N=1. (3) Given the product [S:8]([C:5]1[CH:4]=[CH:3][C:2]([N:12]2[CH2:15][CH:14]([NH:16][C:17](=[O:23])[O:18][C:19]([CH3:21])([CH3:20])[CH3:22])[CH2:13]2)=[N:7][CH:6]=1)(=[O:10])(=[O:9])[NH2:11], predict the reactants needed to synthesize it. The reactants are: Cl[C:2]1[N:7]=[CH:6][C:5]([S:8]([NH2:11])(=[O:10])=[O:9])=[CH:4][CH:3]=1.[NH:12]1[CH2:15][CH:14]([NH:16][C:17](=[O:23])[O:18][C:19]([CH3:22])([CH3:21])[CH3:20])[CH2:13]1.CCN(C(C)C)C(C)C. (4) Given the product [CH2:2]([O:9][NH:10][C:26](=[O:25])[CH2:27][CH:28]([CH2:29][CH2:30][CH2:31][CH2:32][CH3:33])[C:34]([NH:35][CH:36]([C:40]([N:42]1[CH2:46][CH2:45][CH2:44][CH:43]1[CH2:47][O:48][CH2:49][C:50]1[CH:55]=[CH:54][CH:53]=[CH:52][CH:51]=1)=[O:41])[CH:37]([CH3:39])[CH3:38])=[O:56])[C:3]1[CH:8]=[CH:7][CH:6]=[CH:5][CH:4]=1, predict the reactants needed to synthesize it. The reactants are: Cl.[CH2:2]([O:9][NH2:10])[C:3]1[CH:8]=[CH:7][CH:6]=[CH:5][CH:4]=1.C(N(CC)CC)C.O=C1CCC(=O)N1[O:25][C:26](=O)[CH2:27][CH:28]([C:34](=[O:56])[NH:35][CH:36]([C:40]([N:42]1[CH2:46][CH2:45][CH2:44][CH:43]1[CH2:47][O:48][CH2:49][C:50]1[CH:55]=[CH:54][CH:53]=[CH:52][CH:51]=1)=[O:41])[CH:37]([CH3:39])[CH3:38])[CH2:29][CH2:30][CH2:31][CH2:32][CH3:33]. (5) Given the product [F:6][CH:7]([F:9])[CH3:8].[FH:5].[Cl:1][CH:2]([Cl:4])[CH3:3].[Cl:1][CH:2]([F:6])[CH3:3], predict the reactants needed to synthesize it. The reactants are: [Cl:1][CH:2]([Cl:4])[CH3:3].[FH:5].[F:6][CH:7]([F:9])[CH3:8].Cl. (6) Given the product [CH:15]1([CH2:18][N:10]2[C:11](=[O:12])[C:6]3=[CH:5][C:4]([N+:1]([O-:3])=[O:2])=[CH:14][CH:13]=[C:7]3[C:8]2=[O:9])[CH2:17][CH2:16]1, predict the reactants needed to synthesize it. The reactants are: [N+:1]([C:4]1[CH:5]=[C:6]2[C:11](=[O:12])[NH:10][C:8](=[O:9])[C:7]2=[CH:13][CH:14]=1)([O-:3])=[O:2].[CH:15]1([CH2:18]Br)[CH2:17][CH2:16]1.C(=O)([O-])[O-].[K+].[K+]. (7) Given the product [CH3:27][O:26][CH:13]([O:12][CH3:11])[C:14]1[C:23]([CH2:24][NH:1][CH2:2][CH2:3][S:4][CH2:5][C:6]([O:8][CH2:9][CH3:10])=[O:7])=[CH:22][C:21]2[CH2:20][CH2:19][CH2:18][NH:17][C:16]=2[N:15]=1, predict the reactants needed to synthesize it. The reactants are: [NH2:1][CH2:2][CH2:3][S:4][CH2:5][C:6]([O:8][CH2:9][CH3:10])=[O:7].[CH3:11][O:12][CH:13]([O:26][CH3:27])[C:14]1[C:23]([CH:24]=O)=[CH:22][C:21]2[CH2:20][CH2:19][CH2:18][NH:17][C:16]=2[N:15]=1.CCN(CC)CC.[BH4-].[Na+].